From a dataset of CYP1A2 inhibition data for predicting drug metabolism from PubChem BioAssay. Regression/Classification. Given a drug SMILES string, predict its absorption, distribution, metabolism, or excretion properties. Task type varies by dataset: regression for continuous measurements (e.g., permeability, clearance, half-life) or binary classification for categorical outcomes (e.g., BBB penetration, CYP inhibition). Dataset: cyp1a2_veith. (1) The compound is COc1cc(/C=C(\C#N)c2nc3c(s2)CC(C)CC3)ccc1O. The result is 1 (inhibitor). (2) The compound is Cc1ccc(OCCCC(=O)NCc2ccco2)cc1. The result is 1 (inhibitor). (3) The compound is COc1cc(N=C(N)N=C(N)N)c2ncccc2c1. The result is 1 (inhibitor).